From a dataset of Full USPTO retrosynthesis dataset with 1.9M reactions from patents (1976-2016). Predict the reactants needed to synthesize the given product. (1) Given the product [C:26]12([CH2:36][O:37][C:38]3[C:46]([Cl:47])=[CH:45][C:41]([C:42]([NH:61][S:58]([CH2:57][CH2:56][O:55][CH3:54])(=[O:60])=[O:59])=[O:43])=[C:40]([F:48])[CH:39]=3)[CH2:27][CH:28]3[CH2:29][CH:30]([CH2:31][CH:32]([CH2:34]3)[CH2:33]1)[CH2:35]2, predict the reactants needed to synthesize it. The reactants are: C12(COC3C(C4CC4)=CC(C(O)=O)=C(F)C=3)CC3CC(CC(C3)C1)C2.[C:26]12([CH2:36][O:37][C:38]3[C:46]([Cl:47])=[CH:45][C:41]([C:42](O)=[O:43])=[C:40]([F:48])[CH:39]=3)[CH2:35][CH:30]3[CH2:31][CH:32]([CH2:34][CH:28]([CH2:29]3)[CH2:27]1)[CH2:33]2.CS(N)(=O)=O.[CH3:54][O:55][CH2:56][CH2:57][S:58]([NH2:61])(=[O:60])=[O:59]. (2) Given the product [CH2:1]([O:11][C:14]1[CH:18]=[CH:17][S:16][CH:15]=1)[CH2:2][CH2:3][CH2:4][CH2:5][CH2:6][CH2:7][CH2:8][CH2:9][CH3:10], predict the reactants needed to synthesize it. The reactants are: [CH2:1]([OH:11])[CH2:2][CH2:3][CH2:4][CH2:5][CH2:6][CH2:7][CH2:8][CH2:9][CH3:10].[Na].Br[C:14]1[CH:18]=[CH:17][S:16][CH:15]=1. (3) Given the product [CH3:1][CH:2]([NH:12][CH2:13][CH:14]([OH:22])[C:15]1[CH:20]=[CH:19][C:18]([OH:21])=[CH:17][CH:16]=1)[CH2:3][CH2:4][C:5]1[CH:6]=[CH:7][C:8]([OH:11])=[CH:9][CH:10]=1.[ClH:23], predict the reactants needed to synthesize it. The reactants are: [CH3:1][CH:2]([NH:12][CH2:13][CH:14]([OH:22])[C:15]1[CH:16]=[CH:17][C:18]([OH:21])=[CH:19][CH:20]=1)[CH2:3][CH2:4][C:5]1[CH:6]=[CH:7][C:8]([OH:11])=[CH:9][CH:10]=1.[ClH:23]. (4) Given the product [Br:36][CH2:35][CH2:34][CH2:33][CH2:32][CH2:31][CH2:30][C:8]1([CH2:7][CH2:6][CH2:5][CH2:4][CH2:3][CH2:2][Br:1])[C:9]2[CH:10]=[C:11]([C:38]3[CH:43]=[CH:42][C:41]([C:54]4[CH:55]=[C:56]5[C:51]([C:57]6[CH:13]=[CH:12][CH:11]=[CH:10][C:9]=6[C:8]5([CH2:7][CH2:6][CH2:5][CH2:4][CH2:3][CH2:2][Br:1])[CH2:30][CH2:31][CH2:32][CH2:33][CH2:34][CH2:35][Br:36])=[CH:52][CH:53]=4)=[CH:40][CH:39]=3)[CH:12]=[CH:13][C:14]=2[C:15]2[C:20]1=[CH:19][CH:18]=[CH:17][CH:16]=2, predict the reactants needed to synthesize it. The reactants are: [Br:1][CH2:2][CH2:3][CH2:4][CH2:5][CH2:6][CH2:7][C:8]1([CH2:30][CH2:31][CH2:32][CH2:33][CH2:34][CH2:35][Br:36])[C:20]2[CH:19]=[CH:18][CH:17]=[CH:16][C:15]=2[C:14]2[C:9]1=[CH:10][C:11](B1OC(C)(C)C(C)(C)O1)=[CH:12][CH:13]=2.Br[C:38]1[CH:43]=[CH:42][C:41](Br)=[CH:40][CH:39]=1.C(=O)([O-])[O-].[K+].[K+].[C:51]1([CH3:57])[CH:56]=[CH:55][CH:54]=[CH:53][CH:52]=1. (5) Given the product [C:35]([C:2]1[CH:6]=[CH:5][S:4][C:3]=1[S:7]([N:10]([CH3:34])[CH2:11][CH2:12][CH2:13][NH:14][C:15]([C@@H:17]([NH:22][C:23]([C:25]1[S:26][C:27]2[CH:33]=[CH:32][CH:31]=[CH:30][C:28]=2[CH:29]=1)=[O:24])[CH2:18][CH:19]([CH3:21])[CH3:20])=[O:16])(=[O:9])=[O:8])#[N:36], predict the reactants needed to synthesize it. The reactants are: Br[C:2]1[CH:6]=[CH:5][S:4][C:3]=1[S:7]([N:10]([CH3:34])[CH2:11][CH2:12][CH2:13][NH:14][C:15]([C@@H:17]([NH:22][C:23]([C:25]1[S:26][C:27]2[CH:33]=[CH:32][CH:31]=[CH:30][C:28]=2[CH:29]=1)=[O:24])[CH2:18][CH:19]([CH3:21])[CH3:20])=[O:16])(=[O:9])=[O:8].[CH3:35][N:36](C=O)C. (6) Given the product [Si:1]([O:8][CH2:9][C:10]1[N:15]=[CH:14][C:13]2[N:16]([C:19]3[S:23][C:22]([C:24]([NH2:40])=[O:26])=[C:21]([O:28][CH2:29][C:30]4[CH:35]=[CH:34][CH:33]=[CH:32][C:31]=4[C:36]([F:37])([F:39])[F:38])[CH:20]=3)[CH:17]=[N:18][C:12]=2[CH:11]=1)([C:4]([CH3:7])([CH3:6])[CH3:5])([CH3:3])[CH3:2], predict the reactants needed to synthesize it. The reactants are: [Si:1]([O:8][CH2:9][C:10]1[N:15]=[CH:14][C:13]2[N:16]([C:19]3[S:23][C:22]([C:24]([O:26]C)=O)=[C:21]([O:28][CH2:29][C:30]4[CH:35]=[CH:34][CH:33]=[CH:32][C:31]=4[C:36]([F:39])([F:38])[F:37])[CH:20]=3)[CH:17]=[N:18][C:12]=2[CH:11]=1)([C:4]([CH3:7])([CH3:6])[CH3:5])([CH3:3])[CH3:2].[NH3:40].